This data is from Forward reaction prediction with 1.9M reactions from USPTO patents (1976-2016). The task is: Predict the product of the given reaction. Given the reactants C([Li])(C)(C)C.Br[C:7]1[CH:12]=[CH:11][C:10]([O:13][CH:14]([CH3:16])[CH3:15])=[C:9]([O:17][CH3:18])[CH:8]=1.[C:19](=[O:21])=[O:20].O, predict the reaction product. The product is: [CH:14]([O:13][C:10]1[CH:11]=[CH:12][C:7]([C:19]([OH:21])=[O:20])=[CH:8][C:9]=1[O:17][CH3:18])([CH3:16])[CH3:15].